Dataset: Full USPTO retrosynthesis dataset with 1.9M reactions from patents (1976-2016). Task: Predict the reactants needed to synthesize the given product. Given the product [OH:19][C:5]1[C:6]([CH2:10]/[CH:11]=[C:12](\[CH3:13])/[CH2:14][CH2:15][C:16]([NH:24][CH2:25][CH2:26][NH:27][C:28](=[O:34])[O:29][C:30]([CH3:31])([CH3:33])[CH3:32])=[O:17])=[C:7]([O:8][CH3:9])[C:2]([CH3:1])=[C:3]2[C:4]=1[C:20](=[O:21])[O:22][CH2:23]2, predict the reactants needed to synthesize it. The reactants are: [CH3:1][C:2]1[C:7]([O:8][CH3:9])=[C:6]([CH2:10]/[CH:11]=[C:12](/[CH2:14][CH2:15][C:16](O)=[O:17])\[CH3:13])[C:5]([OH:19])=[C:4]2[C:20]([O:22][CH2:23][C:3]=12)=[O:21].[NH2:24][CH2:25][CH2:26][NH:27][C:28](=[O:34])[O:29][C:30]([CH3:33])([CH3:32])[CH3:31].C(Cl)CCl.